From a dataset of Reaction yield outcomes from USPTO patents with 853,638 reactions. Predict the reaction yield, written as a fraction of the theoretical maximum amount of product (1.0 means a 100% yield; for example, 0.34 means a 34% yield). (1) The reactants are S(=O)(=O)(O)O.[Br:6][C:7]1[C:16]2[C:11](=[CH:12][C:13]([C:17]([OH:19])=[O:18])=[CH:14][CH:15]=2)[C:10](=[O:20])[NH:9][N:8]=1.[CH3:21][CH2:22]O. No catalyst specified. The product is [CH2:21]([O:18][C:17]([C:13]1[CH:12]=[C:11]2[C:16](=[CH:15][CH:14]=1)[C:7]([Br:6])=[N:8][NH:9][C:10]2=[O:20])=[O:19])[CH3:22]. The yield is 0.310. (2) The reactants are [CH2:1]([NH:8][C:9]([C:11]1[S:15][C:14]([C:16]2[CH:21]=[N:20][CH:19]=[C:18](/[CH:22]=[CH:23]/[CH2:24][C:25]3[CH:30]=[CH:29][CH:28]=[CH:27][CH:26]=3)[N:17]=2)=[N:13][C:12]=1[CH3:31])=[O:10])[C:2]1[CH:7]=[CH:6][CH:5]=[CH:4][CH:3]=1. The catalyst is C(OCC)(=O)C.[Pd]. The product is [CH2:1]([NH:8][C:9]([C:11]1[S:15][C:14]([C:16]2[CH:21]=[N:20][CH:19]=[C:18]([CH2:22][CH2:23][CH2:24][C:25]3[CH:30]=[CH:29][CH:28]=[CH:27][CH:26]=3)[N:17]=2)=[N:13][C:12]=1[CH3:31])=[O:10])[C:2]1[CH:3]=[CH:4][CH:5]=[CH:6][CH:7]=1. The yield is 0.600. (3) The reactants are [N:1]1[CH:6]=[C:5]([CH2:7][NH2:8])[CH:4]=[N:3][CH:2]=1.C[Al](C)C.[Cl:13][C:14]1[CH:15]=[C:16]([CH:21]([C:36]([F:39])([F:38])[F:37])/[CH:22]=[CH:23]/[C:24]2[CH:34]=[CH:33][C:27]([C:28](OCC)=[O:29])=[C:26]([CH3:35])[CH:25]=2)[CH:17]=[C:18]([Cl:20])[CH:19]=1. The catalyst is C(Cl)Cl. The product is [Cl:13][C:14]1[CH:15]=[C:16]([CH:21]([C:36]([F:39])([F:37])[F:38])/[CH:22]=[CH:23]/[C:24]2[CH:34]=[CH:33][C:27]([C:28]([NH:8][CH2:7][C:5]3[CH:6]=[N:1][CH:2]=[N:3][CH:4]=3)=[O:29])=[C:26]([CH3:35])[CH:25]=2)[CH:17]=[C:18]([Cl:20])[CH:19]=1. The yield is 0.550. (4) The catalyst is O1CCCC1. The product is [Cl:12][C:11]1[CH:10]=[CH:9][C:4]([C:5]([O:7][CH3:8])=[O:6])=[C:3]([NH:13][CH2:14][CH2:15][CH2:16][CH2:17][OH:18])[C:2]=1[NH:1][NH:28][CH2:21][CH:20]([Cl:19])[CH2:25][CH2:24][OH:26]. The yield is 0.450. The reactants are [NH2:1][C:2]1[C:3]([NH:13][CH2:14][CH2:15][CH2:16][CH2:17][OH:18])=[C:4]([CH:9]=[CH:10][C:11]=1[Cl:12])[C:5]([O:7][CH3:8])=[O:6].[Cl:19][C:20]1[CH:25]=[C:24]([O:26]C)C=C[C:21]=1[N:28]=C=S. (5) The reactants are Cl[C:2]1[N:7]=[C:6]([S:8][CH3:9])[C:5]([F:10])=[CH:4][N:3]=1.[F:11][C:12]1[CH:13]=[C:14]2[C:20](B3OC(C)(C)C(C)(C)O3)=[CH:19][N:18]([S:30]([C:33]3[CH:38]=[CH:37][C:36]([CH3:39])=[CH:35][CH:34]=3)(=[O:32])=[O:31])[C:15]2=[N:16][CH:17]=1.C([O-])([O-])=O.[Na+].[Na+]. The catalyst is COCCOC.O. The product is [F:11][C:12]1[CH:13]=[C:14]2[C:20]([C:2]3[N:7]=[C:6]([S:8][CH3:9])[C:5]([F:10])=[CH:4][N:3]=3)=[CH:19][N:18]([S:30]([C:33]3[CH:38]=[CH:37][C:36]([CH3:39])=[CH:35][CH:34]=3)(=[O:31])=[O:32])[C:15]2=[N:16][CH:17]=1. The yield is 0.885.